From a dataset of Catalyst prediction with 721,799 reactions and 888 catalyst types from USPTO. Predict which catalyst facilitates the given reaction. (1) Reactant: [Cl:1][C:2]1[CH:3]=[N+:4]([O-:42])[CH:5]=[C:6]([Cl:41])[C:7]=1[CH2:8][C@H:9]([O:25][C:26](=[O:40])[C:27]1[CH:32]=[CH:31][C:30]([O:33][CH3:34])=[C:29]([NH:35][C:36](=[O:39])[CH2:37]Cl)[CH:28]=1)[C:10]1[CH:15]=[CH:14][C:13]([O:16][CH:17]([F:19])[F:18])=[C:12]([O:20][CH2:21][CH:22]2[CH2:24][CH2:23]2)[CH:11]=1.[CH3:43][C@@H:44]1[CH2:49][NH:48][C@@H:47]([CH3:50])[CH2:46][N:45]1[C:51]([O:53][C:54]([CH3:57])([CH3:56])[CH3:55])=[O:52].C([O-])([O-])=O.[K+].[K+]. Product: [C:54]([O:53][C:51]([N:45]1[C@H:44]([CH3:43])[CH2:49][N:48]([CH2:37][C:36]([NH:35][C:29]2[CH:28]=[C:27]([CH:32]=[CH:31][C:30]=2[O:33][CH3:34])[C:26]([O:25][C@H:9]([C:10]2[CH:15]=[CH:14][C:13]([O:16][CH:17]([F:19])[F:18])=[C:12]([O:20][CH2:21][CH:22]3[CH2:24][CH2:23]3)[CH:11]=2)[CH2:8][C:7]2[C:2]([Cl:1])=[CH:3][N+:4]([O-:42])=[CH:5][C:6]=2[Cl:41])=[O:40])=[O:39])[C@@H:47]([CH3:50])[CH2:46]1)=[O:52])([CH3:57])([CH3:55])[CH3:56]. The catalyst class is: 18. (2) Reactant: [NH2:1][C:2]1[N:7]=[C:6]([C:8]2[CH:15]=[C:14](F)[C:11]([C:12]#[N:13])=[C:10]([F:17])[CH:9]=2)[CH:5]=[C:4]([N:18]2[CH2:23][CH2:22][O:21][CH2:20][C@H:19]2[CH:24]([CH3:26])[CH3:25])[N:3]=1.C1(C)C=CC=CC=1.[CH3:34][CH2:35][O-:36].[Na+]. Product: [NH2:1][C:2]1[N:7]=[C:6]([C:8]2[CH:9]=[C:10]([F:17])[C:11]([C:12]#[N:13])=[C:14]([O:36][CH2:35][CH3:34])[CH:15]=2)[CH:5]=[C:4]([N:18]2[CH2:23][CH2:22][O:21][CH2:20][C@H:19]2[CH:24]([CH3:26])[CH3:25])[N:3]=1. The catalyst class is: 3. (3) Reactant: [Br:1][C:2]1[CH:3]=[C:4]([Br:11])[C:5]2[N:6]([CH:8]=[CH:9][N:10]=2)[N:7]=1.[I:12]N1C(=O)CCC1=O. Product: [Br:1][C:2]1[CH:3]=[C:4]([Br:11])[C:5]2[N:6]([C:8]([I:12])=[CH:9][N:10]=2)[N:7]=1. The catalyst class is: 22. (4) Reactant: [CH2:1]([O:8][C:9]1[CH:10]=[C:11]([C:15](=[O:19])/[CH:16]=[CH:17]/[CH3:18])[CH:12]=[CH:13][CH:14]=1)[C:2]1[CH:7]=[CH:6][CH:5]=[CH:4][CH:3]=1.[I-].[CH3:21][S+](C)(C)=O.C1CCN2C(=NCCC2)CC1. Product: [CH2:1]([O:8][C:9]1[CH:10]=[C:11]([C:15]([CH:16]2[CH2:18][CH:17]2[CH3:21])=[O:19])[CH:12]=[CH:13][CH:14]=1)[C:2]1[CH:3]=[CH:4][CH:5]=[CH:6][CH:7]=1. The catalyst class is: 10. (5) Reactant: [Cl:1][C:2]1[CH:7]=[CH:6][C:5]([OH:8])=[CH:4][CH:3]=1.ClC[C:11]1[CH:19]=[CH:18][CH:17]=[C:13]([C:14](N)=[O:15])[C:12]=1[C:20]([NH2:22])=[O:21].[CH3:23]O. Product: [Cl:1][C:2]1[CH:7]=[CH:6][C:5]([OH:8])=[C:4]([CH:3]=1)[CH2:23][N:22]1[C:20](=[O:21])[C:12]2[C:13](=[CH:17][CH:18]=[CH:19][CH:11]=2)[C:14]1=[O:15]. The catalyst class is: 530. (6) Reactant: [O:1]1[C:5]2([CH2:10][CH2:9][N:8]([CH2:11][CH:12]([OH:16])[CH2:13][C:14]#[N:15])[CH2:7][CH2:6]2)[O:4][CH2:3][CH2:2]1.C(N(CC)CC)C.[CH3:24][S:25](Cl)(=[O:27])=[O:26]. Product: [CH3:24][S:25]([O:16][CH:12]([CH2:11][N:8]1[CH2:9][CH2:10][C:5]2([O:4][CH2:3][CH2:2][O:1]2)[CH2:6][CH2:7]1)[CH2:13][C:14]#[N:15])(=[O:27])=[O:26]. The catalyst class is: 2. (7) Reactant: Br[CH2:2][CH:3]([CH3:5])[CH3:4].[Br:6][C:7]1[CH:12]=[CH:11][C:10]([C@H:13]([NH:15][S:16]([CH2:19][C:20]2[CH:25]=[CH:24][CH:23]=[CH:22][CH:21]=2)(=[O:18])=[O:17])[CH3:14])=[CH:9][CH:8]=1.C([O-])([O-])=O.[Cs+].[Cs+]. Product: [Br:6][C:7]1[CH:12]=[CH:11][C:10]([C@H:13]([N:15]([CH2:2][CH:3]([CH3:5])[CH3:4])[S:16]([CH2:19][C:20]2[CH:21]=[CH:22][CH:23]=[CH:24][CH:25]=2)(=[O:18])=[O:17])[CH3:14])=[CH:9][CH:8]=1. The catalyst class is: 3.